This data is from Forward reaction prediction with 1.9M reactions from USPTO patents (1976-2016). The task is: Predict the product of the given reaction. The product is: [O:1]1[C:5]2[CH:6]=[CH:7][C:8]([O:10][C:11]3[N:28]=[CH:27][C:26]([F:29])=[CH:25][C:12]=3[C:13]([NH:15][CH2:16][C:17]3[CH:22]=[CH:21][C:20]([O:23][CH2:38][C:39]4[CH:44]=[CH:43][CH:42]=[CH:41][N:40]=4)=[CH:19][C:18]=3[F:24])=[O:14])=[CH:9][C:4]=2[O:3][CH2:2]1. Given the reactants [O:1]1[C:5]2[CH:6]=[CH:7][C:8]([O:10][C:11]3[N:28]=[CH:27][C:26]([F:29])=[CH:25][C:12]=3[C:13]([NH:15][CH2:16][C:17]3[CH:22]=[CH:21][C:20]([OH:23])=[CH:19][C:18]=3[F:24])=[O:14])=[CH:9][C:4]=2[O:3][CH2:2]1.C(=O)([O-])[O-].[K+].[K+].Cl.Cl[CH2:38][C:39]1[CH:44]=[CH:43][CH:42]=[CH:41][N:40]=1.C(N(CC)CC)C, predict the reaction product.